This data is from Full USPTO retrosynthesis dataset with 1.9M reactions from patents (1976-2016). The task is: Predict the reactants needed to synthesize the given product. Given the product [Br:31][CH2:32][CH2:33][CH2:34][NH:1][C:2]1[C:11]2[C:6](=[CH:7][CH:8]=[C:9]([O:12][CH3:13])[CH:10]=2)[CH:5]=[C:4]([C:14]2[CH:19]=[CH:18][N:17]=[C:16]([NH:20][CH3:21])[N:15]=2)[CH:3]=1, predict the reactants needed to synthesize it. The reactants are: [NH2:1][C:2]1[C:11]2[C:6](=[CH:7][CH:8]=[C:9]([O:12][CH3:13])[CH:10]=2)[CH:5]=[C:4]([C:14]2[CH:19]=[CH:18][N:17]=[C:16]([NH:20][CH3:21])[N:15]=2)[CH:3]=1.C(N(CC)C(C)C)(C)C.[Br:31][CH2:32][CH2:33][CH2:34]Br.